From a dataset of Catalyst prediction with 721,799 reactions and 888 catalyst types from USPTO. Predict which catalyst facilitates the given reaction. (1) Reactant: O=[C:2]1[CH2:6][S:5][CH2:4][CH:3]1[C:7]([O:9][CH3:10])=[O:8].[F:11][C:12]1[CH:18]=[C:17]([I:19])[CH:16]=[CH:15][C:13]=1[NH2:14]. Product: [F:11][C:12]1[CH:18]=[C:17]([I:19])[CH:16]=[CH:15][C:13]=1[NH:14][C:2]1[CH2:6][S:5][CH2:4][C:3]=1[C:7]([O:9][CH3:10])=[O:8]. The catalyst class is: 212. (2) Reactant: O[C@@H:2]1[C@@H:7]([NH:8][C:9](=[O:15])[O:10][C:11]([CH3:14])([CH3:13])[CH3:12])[CH2:6][CH2:5][O:4][C@H:3]1[CH3:16].C1(P(C2C=CC=CC=2)C2C=CC=CC=2)C=CC=CC=1.C(N(CC)C(C)C)(C)C.N(C(OC(C)C)=O)=NC(OC(C)C)=O.C1(P([N:73]=[N+:74]=[N-:75])(C2C=CC=CC=2)=O)C=CC=CC=1. Product: [N:73]([C@H:2]1[C@@H:7]([NH:8][C:9](=[O:15])[O:10][C:11]([CH3:14])([CH3:13])[CH3:12])[CH2:6][CH2:5][O:4][C@H:3]1[CH3:16])=[N+:74]=[N-:75]. The catalyst class is: 116. (3) Reactant: [O:1]=[C:2]1[CH2:7][CH2:6][N:5]([C:8]([O:10][C:11]([CH3:14])([CH3:13])[CH3:12])=[O:9])[CH2:4][CH:3]1[C:15]([O:17][CH3:18])=[O:16].CCN(C(C)C)C(C)C.[O:28](S(C(F)(F)F)(=O)=O)[S:29]([C:32]([F:35])([F:34])[F:33])(=O)=[O:30]. Product: [F:33][C:32]([F:35])([F:34])[S:29]([O:1][C:2]1[CH2:7][CH2:6][N:5]([C:8]([O:10][C:11]([CH3:12])([CH3:13])[CH3:14])=[O:9])[CH2:4][C:3]=1[C:15]([O:17][CH3:18])=[O:16])(=[O:30])=[O:28]. The catalyst class is: 2.